Dataset: Reaction yield outcomes from USPTO patents with 853,638 reactions. Task: Predict the reaction yield, written as a fraction of the theoretical maximum amount of product (1.0 means a 100% yield; for example, 0.34 means a 34% yield). (1) The reactants are [C:1]([C:4]1[CH:5]=[C:6]2[C:11](=[O:12])[O:10][C:8](=O)[C:7]2=[CH:13][CH:14]=1)([OH:3])=[O:2].[NH2:15][CH2:16][CH2:17][C:18]([OH:20])=[O:19]. No catalyst specified. The product is [C:1]([C:4]1[CH:5]=[C:6]2[C:11](=[O:12])[N:15]([CH2:16][CH2:17][C:18]([OH:20])=[O:19])[C:8](=[O:10])[C:7]2=[CH:13][CH:14]=1)([OH:3])=[O:2]. The yield is 0.780. (2) The reactants are [Cl:1][C:2]1[CH:11]=[CH:10][C:9]2[NH:8]C(=O)[N:6]3[N:13]=[C:14]([CH3:16])[N:15]=[C:5]3[C:4]=2[CH:3]=1.BrC1C=CC2NC(=O)N3N=CN=C3C=2C=1. No catalyst specified. The product is [Cl:1][C:2]1[CH:11]=[CH:10][C:9]([NH2:8])=[C:4]([C:5]2[NH:6][N:13]=[C:14]([CH3:16])[N:15]=2)[CH:3]=1. The yield is 0.760. (3) The reactants are [CH3:1][C:2]1[C:6]([C:7]2[O:8][C:9]3[C:10](=[C:12]([C:16]([OH:18])=O)[CH:13]=[CH:14][CH:15]=3)[N:11]=2)=[C:5]([CH3:19])[O:4][N:3]=1.Cl.C(N=C=NCCCN(C)C)C.ON1C2C=CC=CC=2N=N1.Cl.Cl.[NH2:44][C@H:45]1[CH:50]2[CH2:51][CH2:52][N:47]([CH2:48][CH2:49]2)[CH2:46]1.C(N(CC)CC)C. The catalyst is CN(C=O)C.ClCCl. The product is [N:47]12[CH2:52][CH2:51][CH:50]([CH2:49][CH2:48]1)[C@H:45]([NH:44][C:16]([C:12]1[CH:13]=[CH:14][CH:15]=[C:9]3[O:8][C:7]([C:6]4[C:2]([CH3:1])=[N:3][O:4][C:5]=4[CH3:19])=[N:11][C:10]=13)=[O:18])[CH2:46]2. The yield is 0.470.